Dataset: TCR-epitope binding with 47,182 pairs between 192 epitopes and 23,139 TCRs. Task: Binary Classification. Given a T-cell receptor sequence (or CDR3 region) and an epitope sequence, predict whether binding occurs between them. (1) The epitope is FLKEKGGL. The TCR CDR3 sequence is CASSYPMGANEKLFF. Result: 1 (the TCR binds to the epitope). (2) The epitope is ILHCANFNV. The TCR CDR3 sequence is CASSQAQDSYNEQFF. Result: 0 (the TCR does not bind to the epitope). (3) The epitope is YLDAYNMMI. The TCR CDR3 sequence is CASSQVEGFNEQFF. Result: 0 (the TCR does not bind to the epitope). (4) The epitope is TLVPQEHYV. The TCR CDR3 sequence is CASSQVASDYEQYF. Result: 0 (the TCR does not bind to the epitope).